Dataset: Forward reaction prediction with 1.9M reactions from USPTO patents (1976-2016). Task: Predict the product of the given reaction. (1) Given the reactants [Br:1][C:2]1[C:3]([N:12]2[CH2:17][CH2:16][N:15]([CH2:18][C:19]3[S:23][CH:22]=[N:21][CH:20]=3)[CH2:14][CH2:13]2)=[C:4]([N+:9]([O-])=O)[C:5]([NH2:8])=[N:6][CH:7]=1.CCO.[O:27]1[CH2:32][CH2:31][N:30]([CH2:33][C:34]2[CH:41]=[CH:40][C:37]([CH:38]=O)=[CH:36][CH:35]=2)[CH2:29][CH2:28]1.[O-]S(S([O-])=O)=O.[Na+].[Na+], predict the reaction product. The product is: [Br:1][C:2]1[C:3]([N:12]2[CH2:17][CH2:16][N:15]([CH2:18][C:19]3[S:23][CH:22]=[N:21][CH:20]=3)[CH2:14][CH2:13]2)=[C:4]2[N:9]=[C:38]([C:37]3[CH:36]=[CH:35][C:34]([CH2:33][N:30]4[CH2:31][CH2:32][O:27][CH2:28][CH2:29]4)=[CH:41][CH:40]=3)[NH:8][C:5]2=[N:6][CH:7]=1. (2) Given the reactants [OH-].[Na+].[CH3:3][C:4]1[C:8]2[CH:9]=[CH:10][C:11]([C:13]([O:15]C)=[O:14])=[CH:12][C:7]=2[O:6][N:5]=1, predict the reaction product. The product is: [CH3:3][C:4]1[C:8]2[CH:9]=[CH:10][C:11]([C:13]([OH:15])=[O:14])=[CH:12][C:7]=2[O:6][N:5]=1. (3) Given the reactants Br[C:2]1[C:10]2[C:5](=[N:6][C:7]([C:24]3[CH:29]=[CH:28][C:27]([F:30])=[CH:26][CH:25]=3)=[C:8]([C:18]3[CH:23]=[CH:22][N:21]=[CH:20][CH:19]=3)[C:9]=2[C:11]2[CH:16]=[CH:15][C:14]([F:17])=[CH:13][CH:12]=2)[NH:4][N:3]=1.[Cu](C#N)[C:32]#[N:33].C(N)CN, predict the reaction product. The product is: [F:17][C:14]1[CH:13]=[CH:12][C:11]([C:9]2[C:8]([C:18]3[CH:23]=[CH:22][N:21]=[CH:20][CH:19]=3)=[C:7]([C:24]3[CH:25]=[CH:26][C:27]([F:30])=[CH:28][CH:29]=3)[N:6]=[C:5]3[NH:4][N:3]=[C:2]([C:32]#[N:33])[C:10]=23)=[CH:16][CH:15]=1. (4) Given the reactants [C:1]1([C:7]([C:20]2[CH:25]=CC=CC=2)=[N:8][NH:9][C:10]2[CH:11]=[C:12]3[C:17](=[CH:18][CH:19]=2)[N:16]=[CH:15][CH:14]=[CH:13]3)[CH:6]=CC=C[CH:2]=1.CC(C)C(=O)CC#[N:31], predict the reaction product. The product is: [CH:1]([C:7]1[CH:20]=[C:25]([NH2:31])[N:9]([C:10]2[CH:11]=[C:12]3[C:17](=[CH:18][CH:19]=2)[N:16]=[CH:15][CH:14]=[CH:13]3)[N:8]=1)([CH3:2])[CH3:6].